From a dataset of Peptide-MHC class II binding affinity with 134,281 pairs from IEDB. Regression. Given a peptide amino acid sequence and an MHC pseudo amino acid sequence, predict their binding affinity value. This is MHC class II binding data. (1) The peptide sequence is AATGAATAATGGYKV. The MHC is DRB1_0802 with pseudo-sequence DRB1_0802. The binding affinity (normalized) is 0.0796. (2) The peptide sequence is ENKYFAATQFEPLAA. The MHC is HLA-DQA10101-DQB10501 with pseudo-sequence HLA-DQA10101-DQB10501. The binding affinity (normalized) is 0.354. (3) The peptide sequence is VASLLTTAEVVVTEI. The MHC is DRB1_0405 with pseudo-sequence DRB1_0405. The binding affinity (normalized) is 0.188. (4) The peptide sequence is LTSQFFLPALPVFTWL. The MHC is DRB1_0301 with pseudo-sequence DRB1_0301. The binding affinity (normalized) is 0. (5) The binding affinity (normalized) is 0. The MHC is DRB3_0202 with pseudo-sequence DRB3_0202. The peptide sequence is GRWDGEEEVQLIAAV. (6) The peptide sequence is RVLDTVEKWLACGVD. The binding affinity (normalized) is 0.499. The MHC is DRB1_0301 with pseudo-sequence DRB1_0301. (7) The peptide sequence is KKEGNTSLLWNGPMAVS. The MHC is DRB1_0801 with pseudo-sequence DRB1_0801. The binding affinity (normalized) is 0. (8) The peptide sequence is MGRDIKVQFQSGGAN. The MHC is HLA-DQA10301-DQB10302 with pseudo-sequence HLA-DQA10301-DQB10302. The binding affinity (normalized) is 0.210. (9) The peptide sequence is RPRWCDERVSSDQSA. The MHC is DRB5_0101 with pseudo-sequence DRB5_0101. The binding affinity (normalized) is 0.318. (10) The peptide sequence is AFKVAHTAANAAPAN. The MHC is DRB1_0701 with pseudo-sequence DRB1_0701. The binding affinity (normalized) is 0.636.